This data is from NCI-60 drug combinations with 297,098 pairs across 59 cell lines. The task is: Regression. Given two drug SMILES strings and cell line genomic features, predict the synergy score measuring deviation from expected non-interaction effect. (1) Drug 1: C1CCC(C1)C(CC#N)N2C=C(C=N2)C3=C4C=CNC4=NC=N3. Drug 2: C1=C(C(=O)NC(=O)N1)N(CCCl)CCCl. Cell line: BT-549. Synergy scores: CSS=29.9, Synergy_ZIP=3.18, Synergy_Bliss=3.17, Synergy_Loewe=-9.93, Synergy_HSA=0.688. (2) Synergy scores: CSS=54.8, Synergy_ZIP=1.31, Synergy_Bliss=3.43, Synergy_Loewe=-28.0, Synergy_HSA=5.06. Drug 1: CC1=CC=C(C=C1)C2=CC(=NN2C3=CC=C(C=C3)S(=O)(=O)N)C(F)(F)F. Drug 2: CC=C1C(=O)NC(C(=O)OC2CC(=O)NC(C(=O)NC(CSSCCC=C2)C(=O)N1)C(C)C)C(C)C. Cell line: IGROV1. (3) Drug 1: CC1=C2C(C(=O)C3(C(CC4C(C3C(C(C2(C)C)(CC1OC(=O)C(C(C5=CC=CC=C5)NC(=O)OC(C)(C)C)O)O)OC(=O)C6=CC=CC=C6)(CO4)OC(=O)C)OC)C)OC. Drug 2: C1CN1P(=S)(N2CC2)N3CC3. Cell line: IGROV1. Synergy scores: CSS=21.2, Synergy_ZIP=-10.9, Synergy_Bliss=-13.7, Synergy_Loewe=-19.4, Synergy_HSA=-10.5. (4) Drug 1: C1=NC(=NC(=O)N1C2C(C(C(O2)CO)O)O)N. Drug 2: C(CCl)NC(=O)N(CCCl)N=O. Cell line: SN12C. Synergy scores: CSS=5.49, Synergy_ZIP=-4.99, Synergy_Bliss=-1.68, Synergy_Loewe=-4.61, Synergy_HSA=-1.32. (5) Drug 1: CC(CN1CC(=O)NC(=O)C1)N2CC(=O)NC(=O)C2. Drug 2: COC1=C2C(=CC3=C1OC=C3)C=CC(=O)O2. Cell line: NCI/ADR-RES. Synergy scores: CSS=10.0, Synergy_ZIP=1.91, Synergy_Bliss=11.0, Synergy_Loewe=5.96, Synergy_HSA=6.25. (6) Drug 1: C1CC(=O)NC(=O)C1N2CC3=C(C2=O)C=CC=C3N. Drug 2: CCC1(CC2CC(C3=C(CCN(C2)C1)C4=CC=CC=C4N3)(C5=C(C=C6C(=C5)C78CCN9C7C(C=CC9)(C(C(C8N6C=O)(C(=O)OC)O)OC(=O)C)CC)OC)C(=O)OC)O.OS(=O)(=O)O. Cell line: SW-620. Synergy scores: CSS=20.6, Synergy_ZIP=-8.91, Synergy_Bliss=-2.67, Synergy_Loewe=-12.6, Synergy_HSA=-1.41.